Dataset: Forward reaction prediction with 1.9M reactions from USPTO patents (1976-2016). Task: Predict the product of the given reaction. (1) Given the reactants [CH3:1][C:2]1[C:10]2[C:9](=[O:11])[CH2:8][C:7]([CH3:13])([CH3:12])[CH2:6][C:5]=2[NH:4][CH:3]=1.[H-].[Na+].F[C:17]1[CH:26]=[C:25]2[C:20]([CH:21]=[N:22][C:23]([NH2:27])=[N:24]2)=[CH:19][CH:18]=1, predict the reaction product. The product is: [NH2:27][C:23]1[N:22]=[CH:21][C:20]2[C:25](=[CH:26][C:17]([N:4]3[C:5]4[CH2:6][C:7]([CH3:13])([CH3:12])[CH2:8][C:9](=[O:11])[C:10]=4[C:2]([CH3:1])=[CH:3]3)=[CH:18][CH:19]=2)[N:24]=1. (2) Given the reactants [CH3:1][O:2][C:3]([C:5]1[S:14][C:8]2=[N:9][CH:10]=[C:11]([NH2:13])[CH:12]=[C:7]2[C:6]=1[O:15][CH2:16][C:17]([O:19][C:20]([CH3:23])([CH3:22])[CH3:21])=[O:18])=[O:4].[C:24](OC(=O)C)(=[O:26])[CH3:25].Cl, predict the reaction product. The product is: [CH3:1][O:2][C:3]([C:5]1[S:14][C:8]2=[N:9][CH:10]=[C:11]([NH:13][C:24](=[O:26])[CH3:25])[CH:12]=[C:7]2[C:6]=1[O:15][CH2:16][C:17]([O:19][C:20]([CH3:23])([CH3:22])[CH3:21])=[O:18])=[O:4]. (3) The product is: [CH3:1][O:2][C:3]([C:5]1[CH:6]=[CH:7][C:8]2[CH:12]=[C:11]([C:13]3[C:18]([CH3:19])=[CH:17][N:16]=[C:15]([NH:22][CH2:23][CH2:24][CH2:25][N:26]4[CH2:27][CH2:28][N:29]([CH3:32])[CH2:30][CH2:31]4)[N:14]=3)[S:10][C:9]=2[CH:21]=1)=[O:4]. Given the reactants [CH3:1][O:2][C:3]([C:5]1[CH:6]=[CH:7][C:8]2[CH:12]=[C:11]([C:13]3[C:18]([CH3:19])=[CH:17][N:16]=[C:15](Cl)[N:14]=3)[S:10][C:9]=2[CH:21]=1)=[O:4].[NH2:22][CH2:23][CH2:24][CH2:25][N:26]1[CH2:31][CH2:30][N:29]([CH3:32])[CH2:28][CH2:27]1, predict the reaction product. (4) Given the reactants [CH3:1][C:2]([C:7]1[CH:12]=[CH:11][C:10]([C:13]2[CH:14]=[N:15][CH:16]=[N:17][CH:18]=2)=[CH:9][CH:8]=1)([CH3:6])[C:3]([OH:5])=O.[CH3:19][CH:20]([CH2:23][CH3:24])[CH2:21][NH2:22], predict the reaction product. The product is: [CH3:6][C:2]([C:7]1[CH:12]=[CH:11][C:10]([C:13]2[CH:14]=[N:15][CH:16]=[N:17][CH:18]=2)=[CH:9][CH:8]=1)([CH3:1])[C:3]([NH:22][CH2:21][CH:20]([CH3:19])[CH2:23][CH3:24])=[O:5].